Dataset: Forward reaction prediction with 1.9M reactions from USPTO patents (1976-2016). Task: Predict the product of the given reaction. (1) Given the reactants [F:1][C:2]1[CH:7]=[CH:6][C:5](/[CH:8]=[CH:9]/[C:10]([O:12][C:13]([CH3:16])([CH3:15])[CH3:14])=[O:11])=[CH:4][C:3]=1[N+:17]([O-])=O, predict the reaction product. The product is: [NH2:17][C:3]1[CH:4]=[C:5]([CH2:8][CH2:9][C:10]([O:12][C:13]([CH3:16])([CH3:15])[CH3:14])=[O:11])[CH:6]=[CH:7][C:2]=1[F:1]. (2) Given the reactants [CH3:1][C:2]1[O:6][N:5]=[C:4]([C:7]2[CH:12]=[CH:11][CH:10]=[CH:9][CH:8]=2)[C:3]=1[CH2:13][O:14][C:15]1[N:20]=[N:19][C:18]([NH2:21])=[CH:17][CH:16]=1.C(N(CC)CC)C.[C:29](Cl)(=[O:31])[CH3:30].C1C[O:36][CH2:35][CH2:34]1, predict the reaction product. The product is: [C:29]([N:21]([C:18]1[N:19]=[N:20][C:15]([O:14][CH2:13][C:3]2[C:4]([C:7]3[CH:8]=[CH:9][CH:10]=[CH:11][CH:12]=3)=[N:5][O:6][C:2]=2[CH3:1])=[CH:16][CH:17]=1)[C:35](=[O:36])[CH3:34])(=[O:31])[CH3:30]. (3) Given the reactants [NH2:1][NH2:2].Cl[C:4]1[N:11]=[CH:10][C:9]([I:12])=[CH:8][C:5]=1[C:6]#[N:7], predict the reaction product. The product is: [I:12][C:9]1[CH:8]=[C:5]2[C:6]([NH2:7])=[N:2][NH:1][C:4]2=[N:11][CH:10]=1. (4) Given the reactants CON(C)[C:4]([C:6]1[C:7]([NH2:15])=[N:8][C:9]([S:12][CH2:13][CH3:14])=[N:10][CH:11]=1)=[O:5].Br[C:18]1[CH:23]=[C:22]([O:24][CH3:25])[CH:21]=[CH:20][C:19]=1[O:26][CH3:27], predict the reaction product. The product is: [NH2:15][C:7]1[C:6]([C:4]([C:18]2[CH:23]=[C:22]([O:24][CH3:25])[CH:21]=[CH:20][C:19]=2[O:26][CH3:27])=[O:5])=[CH:11][N:10]=[C:9]([S:12][CH2:13][CH3:14])[N:8]=1. (5) Given the reactants [F:1][C:2]1[CH:9]=[CH:8][C:7]([N+:10]([O-:12])=[O:11])=[CH:6][C:3]=1[CH:4]=O.[CH3:13][NH2:14].[BH4-].[Na+].C(=O)(O)[O-].[Na+].[C:22](Cl)([O:24][CH2:25][C:26]1[CH:31]=[CH:30][CH:29]=[CH:28][CH:27]=1)=[O:23], predict the reaction product. The product is: [F:1][C:2]1[CH:9]=[CH:8][C:7]([N+:10]([O-:12])=[O:11])=[CH:6][C:3]=1[CH2:4][N:14]([CH3:13])[C:22](=[O:23])[O:24][CH2:25][C:26]1[CH:31]=[CH:30][CH:29]=[CH:28][CH:27]=1.